This data is from Forward reaction prediction with 1.9M reactions from USPTO patents (1976-2016). The task is: Predict the product of the given reaction. (1) Given the reactants [CH2:1]([O:8][C:9]1[CH:14]=[CH:13][CH:12]=[CH:11][C:10]=1Br)[C:2]1[CH:7]=[CH:6][CH:5]=[CH:4][CH:3]=1.[Mg].[NH:17]1[C:25]2[C:20](=[CH:21][C:22]3[CH2:28][CH2:27][CH2:26][C:23]=3[CH:24]=2)[C:19](=[O:29])[C:18]1=[O:30].Cl, predict the reaction product. The product is: [CH2:1]([O:8][C:9]1[CH:14]=[CH:13][CH:12]=[CH:11][C:10]=1[C:19]1([OH:29])[C:20]2[C:25](=[CH:24][C:23]3[CH2:26][CH2:27][CH2:28][C:22]=3[CH:21]=2)[NH:17][C:18]1=[O:30])[C:2]1[CH:7]=[CH:6][CH:5]=[CH:4][CH:3]=1. (2) Given the reactants [NH2:1][C:2]1[S:3][C:4]([C:8]([OH:10])=O)=[C:5]([CH3:7])[N:6]=1.C(N(CC)CC)C.Cl.[CH:19]1([CH:23]([NH2:25])[CH3:24])[CH2:22][CH2:21][CH2:20]1.CN([P+](ON1N=NC2C=CC=CC1=2)(N(C)C)N(C)C)C.F[P-](F)(F)(F)(F)F, predict the reaction product. The product is: [CH:19]1([CH:23]([NH:25][C:8]([C:4]2[S:3][C:2]([NH2:1])=[N:6][C:5]=2[CH3:7])=[O:10])[CH3:24])[CH2:22][CH2:21][CH2:20]1.